Dataset: Full USPTO retrosynthesis dataset with 1.9M reactions from patents (1976-2016). Task: Predict the reactants needed to synthesize the given product. (1) Given the product [CH3:23][O:22][N:20]([CH3:21])[C:18](=[O:19])[C@@H:2]([NH:1][C:31]([C:32]1[CH:37]=[CH:36][CH:35]=[CH:34][CH:33]=1)([C:44]1[CH:45]=[CH:46][CH:47]=[CH:48][CH:49]=1)[C:38]1[CH:39]=[CH:40][CH:41]=[CH:42][CH:43]=1)[CH2:3][C:4]1[CH:9]=[CH:8][C:7]([NH:10][C:11](=[O:17])[O:12][C:13]([CH3:14])([CH3:15])[CH3:16])=[CH:6][CH:5]=1, predict the reactants needed to synthesize it. The reactants are: [NH2:1][C@H:2]([C:18]([N:20]([O:22][CH3:23])[CH3:21])=[O:19])[CH2:3][C:4]1[CH:9]=[CH:8][C:7]([NH:10][C:11](=[O:17])[O:12][C:13]([CH3:16])([CH3:15])[CH3:14])=[CH:6][CH:5]=1.CCN(CC)CC.[C:31](Cl)([C:44]1[CH:49]=[CH:48][CH:47]=[CH:46][CH:45]=1)([C:38]1[CH:43]=[CH:42][CH:41]=[CH:40][CH:39]=1)[C:32]1[CH:37]=[CH:36][CH:35]=[CH:34][CH:33]=1.CCOC(C)=O. (2) Given the product [CH3:15][O:16][CH2:2][C:3]([C:5]1[CH:10]=[CH:9][C:8]([C:11]([F:14])([F:13])[F:12])=[CH:7][CH:6]=1)=[O:4], predict the reactants needed to synthesize it. The reactants are: Br[CH2:2][C:3]([C:5]1[CH:10]=[CH:9][C:8]([C:11]([F:14])([F:13])[F:12])=[CH:7][CH:6]=1)=[O:4].[CH3:15][OH:16]. (3) The reactants are: CC1C=CC(S([CH:11]2[CH:15]([C:16]3[CH:21]=[C:20]([C:22]([NH2:24])=[O:23])[CH:19]=[CH:18][N:17]=3)O[CH:13]=[N:12]2)(=O)=O)=CC=1.[NH3:25]. Given the product [NH:12]1[CH:11]=[C:15]([C:16]2[CH:21]=[C:20]([C:22]([NH2:24])=[O:23])[CH:19]=[CH:18][N:17]=2)[N:25]=[CH:13]1, predict the reactants needed to synthesize it. (4) Given the product [CH2:20]([C@H:12]1[N:11]([CH:22]([CH3:23])[CH3:24])[C:10]2[N:9]=[C:8]([C:7]3[CH:6]=[CH:5][N:4]=[CH:3][C:2]=3[NH:1][S:31]([C:25]3[CH:30]=[CH:29][CH:28]=[CH:27][CH:26]=3)(=[O:33])=[O:32])[N:17]=[CH:16][C:15]=2[N:14]([CH3:18])[C:13]1=[O:19])[CH3:21], predict the reactants needed to synthesize it. The reactants are: [NH2:1][C:2]1[CH:3]=[N:4][CH:5]=[CH:6][C:7]=1[C:8]1[N:17]=[CH:16][C:15]2[N:14]([CH3:18])[C:13](=[O:19])[C@@H:12]([CH2:20][CH3:21])[N:11]([CH:22]([CH3:24])[CH3:23])[C:10]=2[N:9]=1.[C:25]1([S:31](Cl)(=[O:33])=[O:32])[CH:30]=[CH:29][CH:28]=[CH:27][CH:26]=1.C(O)(C(F)(F)F)=O. (5) Given the product [CH3:1][O:2][C:3]1[CH:4]=[CH:5][C:6]([C:7]([NH:9][C:10]2[C:11]([NH:16][C:17]([CH:19]3[CH2:20][CH2:21][N:22]([CH2:33][C:32]4[CH:27]=[CH:28][C:29]5[O:37][CH2:36][O:35][C:30]=5[CH:31]=4)[CH2:23][CH2:24]3)=[O:18])=[CH:12][CH:13]=[CH:14][CH:15]=2)=[O:8])=[CH:25][CH:26]=1, predict the reactants needed to synthesize it. The reactants are: [CH3:1][O:2][C:3]1[CH:26]=[CH:25][C:6]([C:7]([NH:9][C:10]2[C:11]([NH:16][C:17]([CH:19]3[CH2:24][CH2:23][NH:22][CH2:21][CH2:20]3)=[O:18])=[CH:12][CH:13]=[CH:14][CH:15]=2)=[O:8])=[CH:5][CH:4]=1.[CH:27]1[C:32]([CH:33]=O)=[CH:31][C:30]2[O:35][CH2:36][O:37][C:29]=2[CH:28]=1. (6) The reactants are: [Si]([O:8][CH2:9][CH2:10][N:11]([CH3:41])[C:12]([C:14]1[C:19]([O:20][CH2:21][C:22]2[CH:27]=[CH:26][CH:25]=[CH:24][CH:23]=2)=[C:18]([OH:28])[N:17]=[C:16]([CH2:29][C:30]2([C:35]3[CH:40]=[CH:39][CH:38]=[CH:37][CH:36]=3)[CH2:34][CH2:33][CH2:32][CH2:31]2)[N:15]=1)=[O:13])(C(C)(C)C)(C)C.OCCN(C)C(C1C(OCC2C=CC=CC=2)=C(O)N=C(CC2C=CC=CC=2C2C=CC=CC=2)N=1)=O. Given the product [OH:8][CH2:9][CH2:10][N:11]([CH3:41])[C:12]([C:14]1[C:19]([O:20][CH2:21][C:22]2[CH:27]=[CH:26][CH:25]=[CH:24][CH:23]=2)=[C:18]([OH:28])[N:17]=[C:16]([CH2:29][C:30]2([C:35]3[CH:40]=[CH:39][CH:38]=[CH:37][CH:36]=3)[CH2:34][CH2:33][CH2:32][CH2:31]2)[N:15]=1)=[O:13], predict the reactants needed to synthesize it. (7) Given the product [CH3:35][C:31]1[CH:30]=[C:29]([C:25]2[CH:24]=[C:23]([C:21]3[CH2:20][C:19](=[O:36])[NH:18][C:9]4[CH:10]=[C:11]([C:14]([F:17])([F:16])[F:15])[CH:12]=[CH:13][C:8]=4[N:7]=3)[CH:28]=[CH:27][CH:26]=2)[CH:34]=[CH:33][N:32]=1, predict the reactants needed to synthesize it. The reactants are: C(OC(=O)[NH:7][C:8]1[CH:13]=[CH:12][C:11]([C:14]([F:17])([F:16])[F:15])=[CH:10][C:9]=1[NH:18][C:19](=[O:36])[CH2:20][C:21]([C:23]1[CH:28]=[CH:27][CH:26]=[C:25]([C:29]2[CH:34]=[CH:33][N:32]=[C:31]([CH3:35])[CH:30]=2)[CH:24]=1)=O)(C)(C)C.C(O)(C(F)(F)F)=O. (8) Given the product [O:7]1[C:6]2[CH:5]=[CH:4][CH:3]=[CH:2][C:1]=2[CH:11]=[CH:10][NH:9]1.[CH:5]1[C:6]([OH:7])=[CH:1][CH:2]=[C:3]([CH3:8])[CH:4]=1, predict the reactants needed to synthesize it. The reactants are: [CH:1]1[C:6]([OH:7])=[CH:5][CH:4]=[C:3]([CH3:8])[CH:2]=1.[NH2:9][C:10]1C=CC=C[CH:11]=1.C=O. (9) Given the product [Br:98][CH:38]([CH2:46][CH2:47][C:48]([O:50][CH2:51][C:52]1[CH:57]=[CH:56][CH:55]=[CH:54][CH:53]=1)=[O:49])[C:39]([O:41][C:42]([CH3:45])([CH3:44])[CH3:43])=[O:40], predict the reactants needed to synthesize it. The reactants are: [Na].[Br-].C(OC(=O)CN1CCN(CC(=O)OC(C)(C)C)CCN(CC(=O)OC(C)(C)C)CCN([CH:38]([CH2:46][CH2:47][C:48]([O:50][CH2:51][C:52]2[CH:57]=[CH:56][CH:55]=[CH:54][CH:53]=2)=[O:49])[C:39]([O:41][C:42]([CH3:45])([CH3:44])[CH3:43])=[O:40])CC1)(C)(C)C.Br.N1(CC(OC(C)(C)C)=O)CCNCCN(CC(OC(C)(C)C)=O)CCN(CC(OC(C)(C)C)=O)CC1.[OH-].[Na+].[Br:98]C(CCC([O-])=O)C(OC(C)(C)C)=O. (10) Given the product [CH3:23][O:22][C:20](=[O:21])[CH2:19][C@H:16]1[CH2:17][CH2:18][C@H:13]([C:10]2[CH:11]=[CH:12][C:7]([NH:26][CH2:27][CH2:28][C:29]([O:31][CH2:32][CH3:33])=[O:30])=[CH:8][CH:9]=2)[CH2:14][CH2:15]1, predict the reactants needed to synthesize it. The reactants are: FC(F)(F)S(O[C:7]1[CH:12]=[CH:11][C:10]([C@H:13]2[CH2:18][CH2:17][C@H:16]([CH2:19][C:20]([O:22][CH3:23])=[O:21])[CH2:15][CH2:14]2)=[CH:9][CH:8]=1)(=O)=O.[NH2:26][CH2:27][CH2:28][C:29]([O:31][CH2:32][CH3:33])=[O:30].C(=O)([O-])[O-].[Cs+].[Cs+].C1(P(C2CCCCC2)C2C=CC=CC=2C2C(CCC)=CC(CCC)=CC=2CCC)CCCCC1.CCN(C(C)C)C(C)C.